Dataset: Forward reaction prediction with 1.9M reactions from USPTO patents (1976-2016). Task: Predict the product of the given reaction. (1) Given the reactants [NH2:1][C@@H:2]1[C:11]([CH3:13])([CH3:12])[C:10]2[CH:9]=[C:8]([C:14]([NH2:16])=[O:15])[CH:7]=[CH:6][C:5]=2[CH2:4][C@H:3]1[O:17][CH3:18].[CH3:19][C:20]([CH3:30])([CH3:29])[CH2:21][C:22]([NH:24][CH2:25][CH2:26][CH:27]=O)=[O:23].C(O)(C(F)(F)F)=O, predict the reaction product. The product is: [CH3:19][C:20]([CH3:29])([CH3:30])[CH2:21][C:22]([NH:24][CH2:25][CH2:26][CH2:27][NH:1][C@@H:2]1[C:11]([CH3:13])([CH3:12])[C:10]2[CH:9]=[C:8]([C:14]([NH2:16])=[O:15])[CH:7]=[CH:6][C:5]=2[CH2:4][C@H:3]1[O:17][CH3:18])=[O:23]. (2) Given the reactants [Si:1]([O:8][CH2:9][CH2:10][C@H:11]([NH:25][C:26]([N:28]([CH2:30][CH2:31][CH2:32][CH2:33]C=C)[CH3:29])=[O:27])[C:12]([NH:14][C@:15]1([C:20]([O:22][CH2:23][CH3:24])=[O:21])[CH2:17][C@H:16]1[CH:18]=[CH2:19])=[O:13])([C:4]([CH3:7])([CH3:6])[CH3:5])([CH3:3])[CH3:2], predict the reaction product. The product is: [Si:1]([O:8][CH2:9][CH2:10][C@@H:11]1[NH:25][C:26](=[O:27])[N:28]([CH3:29])[CH2:30][CH2:31][CH2:32][CH2:33][CH:19]=[CH:18][C@H:16]2[C@@:15]([C:20]([O:22][CH2:23][CH3:24])=[O:21])([CH2:17]2)[NH:14][C:12]1=[O:13])([C:4]([CH3:5])([CH3:7])[CH3:6])([CH3:3])[CH3:2]. (3) The product is: [CH3:3][N:2]([CH3:1])/[CH:4]=[C:20](/[C:12](=[O:19])[C:13]1[CH:14]=[CH:15][N:16]=[CH:17][CH:18]=1)\[C:21]([O:23][CH2:24][CH3:25])=[O:22]. Given the reactants [CH3:1][N:2]([CH:4]=O)[CH3:3].CC(N(C)C)=O.[C:12]([CH2:20][C:21]([O:23][CH2:24][CH3:25])=[O:22])(=[O:19])[C:13]1[CH:18]=[CH:17][N:16]=[CH:15][CH:14]=1.O, predict the reaction product. (4) Given the reactants [Cl:1][C:2]1[CH:11]=[C:10]([CH2:12][N:13]2[CH2:18][CH2:17][CH:16]([CH2:19][N:20]([C@@H:27]3[CH2:29][C@H:28]3[C:30]3[CH:35]=[CH:34][CH:33]=[CH:32][CH:31]=3)C(=O)C(F)(F)F)[CH2:15][CH2:14]2)[CH:9]=[CH:8][C:3]=1[C:4]([O:6]C)=[O:5].[OH-].[Na+], predict the reaction product. The product is: [Cl:1][C:2]1[CH:11]=[C:10]([CH2:12][N:13]2[CH2:18][CH2:17][CH:16]([CH2:19][NH:20][C@@H:27]3[CH2:29][C@H:28]3[C:30]3[CH:31]=[CH:32][CH:33]=[CH:34][CH:35]=3)[CH2:15][CH2:14]2)[CH:9]=[CH:8][C:3]=1[C:4]([OH:6])=[O:5].